This data is from Full USPTO retrosynthesis dataset with 1.9M reactions from patents (1976-2016). The task is: Predict the reactants needed to synthesize the given product. (1) Given the product [O:12]=[C:13]([N:27]1[CH2:32][CH2:31][N:30]2[C:33]([C:36]([F:39])([F:38])[F:37])=[N:34][N:35]=[C:29]2[CH2:28]1)[CH2:14][CH:15]([NH2:26])[CH2:16][C:17]1[CH:22]=[C:21]([F:23])[C:20]([F:24])=[CH:19][C:18]=1[F:25], predict the reactants needed to synthesize it. The reactants are: O1CCCC1.B.CS(O)(=O)=O.[O:12]=[C:13]([N:27]1[CH2:32][CH2:31][N:30]2[C:33]([C:36]([F:39])([F:38])[F:37])=[N:34][N:35]=[C:29]2[CH2:28]1)[CH:14]=[C:15]([NH2:26])[CH2:16][C:17]1[CH:22]=[C:21]([F:23])[C:20]([F:24])=[CH:19][C:18]=1[F:25].N. (2) Given the product [C:21]([NH:25][S:26]([C:29]1[S:30][C:31]([C:18]2[N:17]=[CH:16][N:15]([C:10]3[N:11]=[C:12]([CH3:14])[CH:13]=[C:8]([C:5]4[CH:6]=[CH:7][C:2]([Cl:1])=[CH:3][CH:4]=4)[N:9]=3)[CH:19]=2)=[CH:32][CH:33]=1)(=[O:27])=[O:28])([CH3:24])([CH3:22])[CH3:23], predict the reactants needed to synthesize it. The reactants are: [Cl:1][C:2]1[CH:7]=[CH:6][C:5]([C:8]2[CH:13]=[C:12]([CH3:14])[N:11]=[C:10]([N:15]3[CH:19]=[C:18](I)[N:17]=[CH:16]3)[N:9]=2)=[CH:4][CH:3]=1.[C:21]([NH:25][S:26]([C:29]1[S:30][C:31](B2OC(C)(C)C(C)(C)O2)=[CH:32][CH:33]=1)(=[O:28])=[O:27])([CH3:24])([CH3:23])[CH3:22]. (3) The reactants are: [CH2:1]([O:3][C:4]1[CH:24]=[CH:23][C:7]([O:8][CH2:9][CH:10]2[CH2:15][CH2:14][CH:13]([CH:16]3[CH2:21][O:20][C:19](=[O:22])[CH2:18][CH2:17]3)[CH2:12][CH2:11]2)=[C:6]([F:25])[C:5]=1[F:26])[CH3:2].[CH2:27]([Li])[CH2:28][CH3:29].[Cl-].[NH4+]. Given the product [CH2:1]([O:3][C:4]1[CH:24]=[CH:23][C:7]([O:8][CH2:9][CH:10]2[CH2:15][CH2:14][CH:13]([CH:16]3[CH2:21][O:20][C:19]([CH2:27][CH2:28][CH3:29])([OH:22])[CH2:18][CH2:17]3)[CH2:12][CH2:11]2)=[C:6]([F:25])[C:5]=1[F:26])[CH3:2], predict the reactants needed to synthesize it. (4) Given the product [CH3:14][O:1][C:2]1[CH:7]=[CH:6][C:5]([C:8](=[O:10])[CH3:9])=[C:4]([CH3:11])[CH:3]=1, predict the reactants needed to synthesize it. The reactants are: [OH:1][C:2]1[CH:7]=[CH:6][C:5]([C:8](=[O:10])[CH3:9])=[C:4]([CH3:11])[CH:3]=1.IC.[C:14](=O)([O-])[O-].[K+].[K+]. (5) Given the product [C:9]([O:12][C@H:13]1[C@H:18]([O:19][C:20](=[O:22])[CH3:21])[C@@H:17]([O:23][C:24](=[O:26])[CH3:25])[C@H:16]([C:27]2[CH:32]=[CH:31][C:30]([Cl:33])=[C:29]([CH2:34][C:35]3[CH:36]=[CH:37][C:38]([C:41]4([CH2:43][O:44][CH3:45])[CH2:2][CH2:42]4)=[CH:39][CH:40]=3)[CH:28]=2)[O:15][C@@H:14]1[CH2:46][O:47][C:48](=[O:50])[CH3:49])(=[O:11])[CH3:10], predict the reactants needed to synthesize it. The reactants are: [Zn](CC)[CH2:2]C.C(I)I.[C:9]([O:12][C@H:13]1[C@H:18]([O:19][C:20](=[O:22])[CH3:21])[C@@H:17]([O:23][C:24](=[O:26])[CH3:25])[C@H:16]([C:27]2[CH:32]=[CH:31][C:30]([Cl:33])=[C:29]([CH2:34][C:35]3[CH:40]=[CH:39][C:38]([C:41]([CH2:43][O:44][CH3:45])=[CH2:42])=[CH:37][CH:36]=3)[CH:28]=2)[O:15][C@@H:14]1[CH2:46][O:47][C:48](=[O:50])[CH3:49])(=[O:11])[CH3:10].